This data is from Forward reaction prediction with 1.9M reactions from USPTO patents (1976-2016). The task is: Predict the product of the given reaction. Given the reactants P(Br)(Br)([Br:3])=O.[Br:6][C:7]1[CH:8]=[CH:9][CH:10]=[C:11]2[C:16]=1[NH:15][C:14](=O)[CH:13]=[CH:12]2, predict the reaction product. The product is: [Br:3][C:14]1[CH:13]=[CH:12][C:11]2[C:16](=[C:7]([Br:6])[CH:8]=[CH:9][CH:10]=2)[N:15]=1.